This data is from Catalyst prediction with 721,799 reactions and 888 catalyst types from USPTO. The task is: Predict which catalyst facilitates the given reaction. (1) Reactant: FC(F)(F)C(O)=O.[Cl:8][C:9]1[CH:14]=[C:13]([Cl:15])[CH:12]=[CH:11][C:10]=1[C@H:16]([N:18]1[C:26]2[C:21](=[CH:22][CH:23]=[C:24]([N:27]3[CH2:32][CH2:31][N:30]([C:33]([C@H:35]4[CH2:39][CH2:38][CH2:37][N:36]4C(OC(C)(C)C)=O)=[O:34])[CH2:29][CH2:28]3)[CH:25]=2)[CH:20]=[N:19]1)[CH3:17]. The catalyst class is: 4. Product: [Cl:8][C:9]1[CH:14]=[C:13]([Cl:15])[CH:12]=[CH:11][C:10]=1[C@H:16]([N:18]1[C:26]2[C:21](=[CH:22][CH:23]=[C:24]([N:27]3[CH2:28][CH2:29][N:30]([C:33]([C@H:35]4[CH2:39][CH2:38][CH2:37][NH:36]4)=[O:34])[CH2:31][CH2:32]3)[CH:25]=2)[CH:20]=[N:19]1)[CH3:17]. (2) Reactant: [C:1]1([C:29]2[CH:34]=[CH:33][CH:32]=[CH:31][CH:30]=2)[CH:6]=[CH:5][C:4]([NH:7][C:8]([C:10]2[CH:18]=[CH:17][C:13]([C:14](O)=[O:15])=[C:12]([NH:19][C:20](=[O:28])[CH2:21][N:22]3[CH2:27][CH2:26][O:25][CH2:24][CH2:23]3)[CH:11]=2)=[O:9])=[CH:3][CH:2]=1.[N:35]1([CH2:40][CH2:41][CH2:42][NH2:43])[CH2:39][CH2:38][CH2:37][CH2:36]1.F[P-](F)(F)(F)(F)F.N1(O[P+](N2CCCC2)(N2CCCC2)N2CCCC2)C2C=CC=CC=2N=N1.C(N(C(C)C)CC)(C)C. Product: [C:1]1([C:29]2[CH:30]=[CH:31][CH:32]=[CH:33][CH:34]=2)[CH:6]=[CH:5][C:4]([NH:7][C:8](=[O:9])[C:10]2[CH:18]=[CH:17][C:13]([C:14]([NH:43][CH2:42][CH2:41][CH2:40][N:35]3[CH2:39][CH2:38][CH2:37][CH2:36]3)=[O:15])=[C:12]([NH:19][C:20](=[O:28])[CH2:21][N:22]3[CH2:23][CH2:24][O:25][CH2:26][CH2:27]3)[CH:11]=2)=[CH:3][CH:2]=1. The catalyst class is: 3. (3) Reactant: [Cl:1][C:2]1[C:11]([C:12](OCC)=[O:13])=[C:10]([CH2:17][CH3:18])[C:9]2[C:4](=[CH:5][C:6]([F:21])=[C:7]([O:19][CH3:20])[CH:8]=2)[N:3]=1.[H-].C([Al+]CC(C)C)C(C)C.[C@H](O)(C([O-])=O)[C@@H](O)C([O-])=O.[Na+].[K+]. Product: [Cl:1][C:2]1[C:11]([CH2:12][OH:13])=[C:10]([CH2:17][CH3:18])[C:9]2[C:4](=[CH:5][C:6]([F:21])=[C:7]([O:19][CH3:20])[CH:8]=2)[N:3]=1. The catalyst class is: 4. (4) Reactant: [CH3:1][N:2]1[C:6]2=[N:7][C:8]([CH3:12])=[CH:9][C:10]([CH3:11])=[C:5]2[CH2:4][CH2:3]1.[Li]CCCC.Br[CH2:19][CH2:20][CH2:21][CH2:22][CH2:23][CH2:24][CH2:25][CH2:26][CH3:27]. Product: [CH3:1][N:2]1[C:6]2=[N:7][C:8]([CH2:12][CH2:19][CH2:20][CH2:21][CH2:22][CH2:23][CH2:24][CH2:25][CH2:26][CH3:27])=[CH:9][C:10]([CH3:11])=[C:5]2[CH2:4][CH2:3]1. The catalyst class is: 1. (5) Reactant: [C:1]([CH2:3][CH2:4][CH2:5][C:6]1[N:10]([C:11]2[CH:16]=[CH:15][C:14]([C:17]([NH:19][CH2:20][CH3:21])=[O:18])=[CH:13][CH:12]=2)[N:9]=[N:8][C:7]=1[C:22]([NH:24][CH:25]1[CH2:27][CH2:26]1)=[O:23])#[N:2].[Cl-].[OH:29][NH3+:30].C(=O)([O-])O.[Na+]. Product: [NH2:2]/[C:1](=[N:30]\[OH:29])/[CH2:3][CH2:4][CH2:5][C:6]1[N:10]([C:11]2[CH:12]=[CH:13][C:14]([C:17]([NH:19][CH2:20][CH3:21])=[O:18])=[CH:15][CH:16]=2)[N:9]=[N:8][C:7]=1[C:22]([NH:24][CH:25]1[CH2:26][CH2:27]1)=[O:23]. The catalyst class is: 550. (6) Reactant: CN1C2=NC=C([N+]([O-])=O)C(C)=C2C(C2CCN(C(OC(C)(C)C)=O)CC=2)=C1.C1(C(Cl)=O)CCCC1.[NH2:36][C:37]1[C:38]([CH3:60])=[C:39]2[C:45]([CH:46]3[CH2:51][CH2:50][N:49]([C:52]([CH:54]4[CH2:58][CH2:57][CH2:56][CH2:55]4)=[O:53])[CH2:48][CH2:47]3)=[CH:44][N:43]([CH3:59])[C:40]2=[N:41][CH:42]=1.[C:61]([C:63]1[CH:64]=[C:65]([CH:69]=[C:70]([O:72][CH3:73])[CH:71]=1)[C:66](O)=[O:67])#[N:62].[I-].ClCC1C=CC=C[NH+]=1.CCN(C(C)C)C(C)C. Product: [C:61]([C:63]1[CH:64]=[C:65]([CH:69]=[C:70]([O:72][CH3:73])[CH:71]=1)[C:66]([NH:36][C:37]1[C:38]([CH3:60])=[C:39]2[C:45]([CH:46]3[CH2:47][CH2:48][N:49]([C:52]([CH:54]4[CH2:55][CH2:56][CH2:57][CH2:58]4)=[O:53])[CH2:50][CH2:51]3)=[CH:44][N:43]([CH3:59])[C:40]2=[N:41][CH:42]=1)=[O:67])#[N:62]. The catalyst class is: 1. (7) Reactant: [NH2:1][C:2]1[CH:7]=[CH:6][NH:5][C:4](=[O:8])[CH:3]=1.[NH:9]1[CH:13]=[CH:12][C:11]([CH:14]=O)=[N:10]1.[C:16]([CH2:18][C:19](=[S:21])N)#[N:17].C(O)(=O)C. Product: [O:8]=[C:4]1[NH:5][CH:6]=[CH:7][C:2]2[N:1]=[C:19]([SH:21])[C:18]([C:16]#[N:17])=[C:14]([C:11]3[CH:12]=[CH:13][NH:9][N:10]=3)[C:3]1=2. The catalyst class is: 41.